This data is from Full USPTO retrosynthesis dataset with 1.9M reactions from patents (1976-2016). The task is: Predict the reactants needed to synthesize the given product. (1) Given the product [CH2:1]([O:8][C:9](=[O:18])[NH:10][C@H:11]1[CH2:16][CH2:15][C@H:14]([O:17][Si:19]([C:22]([CH3:25])([CH3:24])[CH3:23])([CH3:21])[CH3:20])[CH2:13][CH2:12]1)[C:2]1[CH:3]=[CH:4][CH:5]=[CH:6][CH:7]=1, predict the reactants needed to synthesize it. The reactants are: [CH2:1]([O:8][C:9](=[O:18])[NH:10][C@H:11]1[CH2:16][CH2:15][C@H:14]([OH:17])[CH2:13][CH2:12]1)[C:2]1[CH:7]=[CH:6][CH:5]=[CH:4][CH:3]=1.[Si:19](Cl)([C:22]([CH3:25])([CH3:24])[CH3:23])([CH3:21])[CH3:20]. (2) The reactants are: [CH3:1][O:2][C:3]1[CH:8]=[CH:7][NH:6][C:5](=[O:9])[C:4]=1[C:10]#[N:11].Br[CH:13]([CH:19]([CH3:21])[CH3:20])[C:14]([O:16][CH2:17][CH3:18])=[O:15].C(=O)([O-])[O-].[Cs+].[Cs+].CN(C)C=O. Given the product [C:10]([C:4]1[C:5](=[O:9])[N:6]([CH:13]([CH:19]([CH3:21])[CH3:20])[C:14]([O:16][CH2:17][CH3:18])=[O:15])[CH:7]=[CH:8][C:3]=1[O:2][CH3:1])#[N:11], predict the reactants needed to synthesize it. (3) Given the product [F:1][C:2]1[CH:3]=[CH:4][C:5]([CH2:6][O:7][CH2:8][C:9]2[N:14]=[C:13]([NH:15][S:26]([C:22]3[CH:23]=[CH:24][CH:25]=[C:20]([C:19]([F:18])([F:30])[F:31])[CH:21]=3)(=[O:28])=[O:27])[CH:12]=[CH:11][CH:10]=2)=[CH:16][CH:17]=1, predict the reactants needed to synthesize it. The reactants are: [F:1][C:2]1[CH:17]=[CH:16][C:5]([CH2:6][O:7][CH2:8][C:9]2[N:14]=[C:13]([NH2:15])[CH:12]=[CH:11][CH:10]=2)=[CH:4][CH:3]=1.[F:18][C:19]([F:31])([F:30])[C:20]1[CH:21]=[C:22]([S:26](Cl)(=[O:28])=[O:27])[CH:23]=[CH:24][CH:25]=1.